Dataset: Full USPTO retrosynthesis dataset with 1.9M reactions from patents (1976-2016). Task: Predict the reactants needed to synthesize the given product. (1) Given the product [OH2:2].[OH2:1].[OH2:2].[OH2:2].[OH2:2].[O-:1][Mo:9]([O-:2])(=[O:11])=[O:10].[K+:7].[K+:7], predict the reactants needed to synthesize it. The reactants are: [OH2:1].[O-:2][Mn]([O-])(=O)=O.[K+:7].[K+].[Mo:9]=[O:10].[OH-:11].[K+]. (2) Given the product [CH2:15]([O:14][C:13]1[C:4]([O:3][CH2:1][CH3:2])=[CH:5][C:6]2[C:7]3[C:8](=[C:17]([NH2:33])[N:18]=[C:20]([C:22]4[C:23]([CH3:28])=[N:24][CH:25]=[CH:26][CH:27]=4)[CH:19]=3)[CH:9]=[N:10][C:11]=2[CH:12]=1)[CH3:16], predict the reactants needed to synthesize it. The reactants are: [CH2:1]([O:3][C:4]1[CH:5]=[C:6]2[C:11](=[CH:12][C:13]=1[O:14][CH2:15][CH3:16])[N:10]=[CH:9][C:8]([C:17]#[N:18])=[C:7]2[CH2:19][C:20]([C:22]1[C:23]([CH3:28])=[N:24][CH:25]=[CH:26][CH:27]=1)=O)[CH3:2].C([O-])(=O)C.[NH4+:33]. (3) Given the product [F:36][C:4]([F:3])([F:35])[C:5]1[CH:6]=[C:7]([CH:28]=[C:29]([C:31]([F:32])([F:33])[F:34])[CH:30]=1)[C:8]([N:10]1[CH2:15][CH2:14][N:13]([CH2:16][C:17]#[C:18][CH2:46][N:41]2[CH2:42][CH2:43][O:44][CH2:45][C@@H:40]2[CH2:39][O:38][CH3:37])[CH2:12][C@H:11]1[CH2:19][C:20]1[CH:25]=[CH:24][C:23]([CH3:26])=[C:22]([CH3:27])[CH:21]=1)=[O:9], predict the reactants needed to synthesize it. The reactants are: C=O.[F:3][C:4]([F:36])([F:35])[C:5]1[CH:6]=[C:7]([CH:28]=[C:29]([C:31]([F:34])([F:33])[F:32])[CH:30]=1)[C:8]([N:10]1[CH2:15][CH2:14][N:13]([CH2:16][C:17]#[CH:18])[CH2:12][C@H:11]1[CH2:19][C:20]1[CH:25]=[CH:24][C:23]([CH3:26])=[C:22]([CH3:27])[CH:21]=1)=[O:9].[CH3:37][O:38][CH2:39][C@H:40]1[CH2:45][O:44][CH2:43][CH2:42][NH:41]1.[CH:46](N(CC)C(C)C)(C)C.C(=O)([O-])O.[Na+]. (4) Given the product [CH3:42][C:2]1([CH3:1])[N:6]([CH2:7][CH2:8][CH2:9][CH2:10][CH2:11][CH2:12][CH2:53][CH2:54][CH2:55][CH2:56][S:57][CH2:58][CH2:59][CH2:60][C:61]([F:67])([F:66])[C:62]([F:63])([F:65])[F:64])[C:5](=[O:27])[N:4]([C:28]2[CH:33]=[CH:32][C:31]([N+:34]([O-:36])=[O:35])=[C:30]([C:37]([F:38])([F:40])[F:39])[CH:29]=2)[C:3]1=[O:41], predict the reactants needed to synthesize it. The reactants are: [CH3:1][C:2]1([CH3:42])[N:6]([CH2:7][CH2:8][CH2:9][CH2:10][CH2:11][CH2:12]CCCSCCCC(F)(F)C(F)(F)F)[C:5](=[O:27])[N:4]([C:28]2[CH:33]=[CH:32][C:31]([N+:34]([O-:36])=[O:35])=[C:30]([C:37]([F:40])([F:39])[F:38])[CH:29]=2)[C:3]1=[O:41].CS(OCCCCC[CH2:53][CH2:54][CH2:55][CH2:56][S:57][CH2:58][CH2:59][CH2:60][C:61]([F:67])([F:66])[C:62]([F:65])([F:64])[F:63])(=O)=O. (5) Given the product [CH3:32][C:4]1[CH:5]=[C:6]([CH:9]([CH3:31])[C:10]([NH:12][CH2:13][C:14]2[C:15]([C:24]3[CH:25]=[C:26]([CH3:30])[CH:27]=[CH:28][CH:29]=3)=[N:16][C:17]([C:20]([F:23])([F:21])[F:22])=[CH:18][CH:19]=2)=[O:11])[CH:7]=[CH:8][C:3]=1[CH2:2][NH:1][S:34]([CH3:33])(=[O:36])=[O:35], predict the reactants needed to synthesize it. The reactants are: [NH2:1][CH2:2][C:3]1[CH:8]=[CH:7][C:6]([CH:9]([CH3:31])[C:10]([NH:12][CH2:13][C:14]2[C:15]([C:24]3[CH:25]=[C:26]([CH3:30])[CH:27]=[CH:28][CH:29]=3)=[N:16][C:17]([C:20]([F:23])([F:22])[F:21])=[CH:18][CH:19]=2)=[O:11])=[CH:5][C:4]=1[CH3:32].[CH3:33][S:34](Cl)(=[O:36])=[O:35]. (6) Given the product [Br:1][C:2]1[CH:3]=[C:4]([CH:8]=[CH:9][CH:10]=1)[C:5]([NH:19][C:18]1[N:14]([CH2:11][CH2:12][CH3:13])[N:15]=[N:16][N:17]=1)=[O:7], predict the reactants needed to synthesize it. The reactants are: [Br:1][C:2]1[CH:3]=[C:4]([CH:8]=[CH:9][CH:10]=1)[C:5]([OH:7])=O.[CH2:11]([N:14]1[C:18]([NH2:19])=[N:17][N:16]=[N:15]1)[CH2:12][CH3:13]. (7) The reactants are: [F:1][C:2]1[CH:3]=[C:4]([CH:7]=[CH:8][CH:9]=1)[CH2:5]Br.Cl.[O:11]=[C:12]1[C:17]([C:18]([O:20][CH3:21])=[O:19])=[CH:16][CH:15]=[CH:14][NH:13]1.[H-].[Na+]. Given the product [F:1][C:2]1[CH:3]=[C:4]([CH:7]=[CH:8][CH:9]=1)[CH2:5][N:13]1[CH:14]=[CH:15][CH:16]=[C:17]([C:18]([O:20][CH3:21])=[O:19])[C:12]1=[O:11], predict the reactants needed to synthesize it.